This data is from Peptide-MHC class I binding affinity with 185,985 pairs from IEDB/IMGT. The task is: Regression. Given a peptide amino acid sequence and an MHC pseudo amino acid sequence, predict their binding affinity value. This is MHC class I binding data. (1) The peptide sequence is KIMSIGFEAR. The MHC is HLA-A03:01 with pseudo-sequence HLA-A03:01. The binding affinity (normalized) is 0.523. (2) The peptide sequence is ERLERWHSLI. The MHC is Mamu-B08 with pseudo-sequence Mamu-B08. The binding affinity (normalized) is 0.467. (3) The peptide sequence is GLYRLNFRR. The MHC is HLA-B40:01 with pseudo-sequence HLA-B40:01. The binding affinity (normalized) is 0.0847. (4) The peptide sequence is LLLWFNYLF. The MHC is HLA-A02:01 with pseudo-sequence HLA-A02:01. The binding affinity (normalized) is 0.554. (5) The peptide sequence is FPASHMATY. The MHC is HLA-B38:01 with pseudo-sequence HLA-B38:01. The binding affinity (normalized) is 0.0847. (6) The peptide sequence is LADQLIHLHY. The MHC is HLA-B58:01 with pseudo-sequence HLA-B58:01. The binding affinity (normalized) is 0.313. (7) The peptide sequence is KSNRIPFLY. The MHC is HLA-B08:01 with pseudo-sequence HLA-B08:01. The binding affinity (normalized) is 0.0847.